This data is from Reaction yield outcomes from USPTO patents with 853,638 reactions. The task is: Predict the reaction yield, written as a fraction of the theoretical maximum amount of product (1.0 means a 100% yield; for example, 0.34 means a 34% yield). (1) The reactants are [O:1]1[C:10]2[C:5](=[CH:6][CH:7]=[C:8]([OH:11])[CH:9]=2)[CH2:4][CH2:3][CH2:2]1.C([Mg]Cl)(C)C.[C:17]1([CH:23]([C:35]2[CH:40]=[CH:39][CH:38]=[CH:37][CH:36]=2)[N:24]2[C:32]3[C:27](=[CH:28][CH:29]=[CH:30][CH:31]=3)[C:26](=[O:33])[C:25]2=[O:34])[CH:22]=[CH:21][CH:20]=[CH:19][CH:18]=1. The catalyst is O1CCCC1.ClCCl.[Cl-].[NH4+]. The product is [C:35]1([CH:23]([C:17]2[CH:22]=[CH:21][CH:20]=[CH:19][CH:18]=2)[N:24]2[C:32]3[C:27](=[CH:28][CH:29]=[CH:30][CH:31]=3)[C:26]([OH:33])([C:7]3[CH:6]=[C:5]4[C:10](=[CH:9][C:8]=3[OH:11])[O:1][CH2:2][CH2:3][CH2:4]4)[C:25]2=[O:34])[CH:36]=[CH:37][CH:38]=[CH:39][CH:40]=1. The yield is 0.810. (2) The reactants are [CH3:1][N:2]1[CH:7]=[C:6]([C:8]2[CH:9]=[N:10][N:11]([CH3:13])[CH:12]=2)[C:5]2[O:14][C:15]([C:23]3[CH:28]=[CH:27][C:26]([C:29]4([NH:33]C(=O)OC(C)(C)C)[CH2:32][CH2:31][CH2:30]4)=[CH:25][CH:24]=3)=[C:16]([C:17]3[CH:22]=[CH:21][CH:20]=[CH:19][CH:18]=3)[C:4]=2[C:3]1=[O:41]. The catalyst is C(Cl)Cl. The product is [NH2:33][C:29]1([C:26]2[CH:25]=[CH:24][C:23]([C:15]3[O:14][C:5]4[C:6]([C:8]5[CH:9]=[N:10][N:11]([CH3:13])[CH:12]=5)=[CH:7][N:2]([CH3:1])[C:3](=[O:41])[C:4]=4[C:16]=3[C:17]3[CH:18]=[CH:19][CH:20]=[CH:21][CH:22]=3)=[CH:28][CH:27]=2)[CH2:32][CH2:31][CH2:30]1. The yield is 0.240. (3) The catalyst is C1COCC1.CCOC(C)=O. The product is [CH2:1]([N:3]1[CH2:8][N:7]([CH3:9])[CH2:6][N:5]([C:10]2[S:11][C:12]3[C:18]([CH2:19][O:44][CH2:43][CH2:42][O:41][CH3:40])=[CH:17][C:16]([C:21]4[CH:22]=[N:23][C:24]([N:27]5[CH2:32][CH2:31][C:30]([CH3:38])([C:33]([O:35][CH2:36][CH3:37])=[O:34])[CH2:29][CH2:28]5)=[N:25][CH:26]=4)=[CH:15][C:13]=3[N:14]=2)[C:4]1=[O:39])[CH3:2]. The yield is 0.580. The reactants are [CH2:1]([N:3]1[CH2:8][N:7]([CH3:9])[CH2:6][N:5]([C:10]2[S:11][C:12]3[C:18]([CH2:19]I)=[CH:17][C:16]([C:21]4[CH:22]=[N:23][C:24]([N:27]5[CH2:32][CH2:31][C:30]([CH3:38])([C:33]([O:35][CH2:36][CH3:37])=[O:34])[CH2:29][CH2:28]5)=[N:25][CH:26]=4)=[CH:15][C:13]=3[N:14]=2)[C:4]1=[O:39])[CH3:2].[CH3:40][O:41][CH2:42][CH2:43][OH:44].[H-].[Na+]. (4) The reactants are [Br:1][C:2]1[CH:7]=[CH:6][C:5]([C:8]2([C:11]([OH:13])=[O:12])[CH2:10][CH2:9]2)=[C:4]([F:14])[CH:3]=1.[C:15]([O-])([O-])=O.[K+].[K+].CI. The catalyst is CN(C=O)C. The product is [CH3:15][O:12][C:11]([C:8]1([C:5]2[CH:6]=[CH:7][C:2]([Br:1])=[CH:3][C:4]=2[F:14])[CH2:10][CH2:9]1)=[O:13]. The yield is 0.905.